From a dataset of Catalyst prediction with 721,799 reactions and 888 catalyst types from USPTO. Predict which catalyst facilitates the given reaction. Reactant: [Cl:1][C:2]1[CH:3]=[CH:4][C:5]([O:25][CH3:26])=[C:6]([C:8]2[NH:12][N:11]=[CH:10][C:9]=2[NH:13][C:14]([C:16]2[CH:17]=[N:18][N:19]3[CH:24]=[CH:23][CH:22]=[N:21][C:20]=23)=[O:15])[CH:7]=1.C(=O)([O-])[O-].[Cs+].[Cs+].Cl.Cl[CH2:35][CH2:36][N:37]1[CH2:42][CH2:41][O:40][CH2:39][CH2:38]1. Product: [Cl:1][C:2]1[CH:3]=[CH:4][C:5]([O:25][CH3:26])=[C:6]([C:8]2[C:9]([NH:13][C:14]([C:16]3[CH:17]=[N:18][N:19]4[CH:24]=[CH:23][CH:22]=[N:21][C:20]=34)=[O:15])=[CH:10][N:11]([CH2:35][CH2:36][N:37]3[CH2:42][CH2:41][O:40][CH2:39][CH2:38]3)[N:12]=2)[CH:7]=1. The catalyst class is: 3.